This data is from Full USPTO retrosynthesis dataset with 1.9M reactions from patents (1976-2016). The task is: Predict the reactants needed to synthesize the given product. Given the product [CH2:1]([O:2][C:3]1[CH:4]=[C:5]([CH:9]=[C:10]([N+:12]([O-:14])=[O:13])[CH:11]=1)[C:6]([O:8][CH2:29][CH3:30])=[O:7])[CH3:22], predict the reactants needed to synthesize it. The reactants are: [CH3:1][O:2][C:3]1[CH:4]=[C:5]([CH:9]=[C:10]([N+:12]([O-:14])=[O:13])[CH:11]=1)[C:6]([OH:8])=[O:7].ClCCl.B(Br)(Br)Br.[C:22](=O)([O-])[O-].[K+].[K+].I[CH2:29][CH3:30].